The task is: Predict the reactants needed to synthesize the given product.. This data is from Full USPTO retrosynthesis dataset with 1.9M reactions from patents (1976-2016). (1) Given the product [CH3:38][O:37][C:34]1[CH:33]=[CH:32][C:31]([CH2:30][N:8]([CH2:7][C:6]2[CH:5]=[CH:4][C:3]([O:2][CH3:1])=[CH:40][CH:39]=2)[C:9]2[N:10]=[CH:11][C:12]([C:15]3[C:16]4[CH2:29][CH2:28][N:27]([C:42]5[CH:47]=[CH:46][C:45]([C:48]([N:50]6[CH2:55][CH2:54][O:53][CH2:52][CH2:51]6)=[O:49])=[CH:44][C:43]=5[CH3:56])[C:17]=4[N:18]=[C:19]([N:21]4[CH2:26][CH2:25][O:24][CH2:23][CH2:22]4)[N:20]=3)=[CH:13][N:14]=2)=[CH:36][CH:35]=1, predict the reactants needed to synthesize it. The reactants are: [CH3:1][O:2][C:3]1[CH:40]=[CH:39][C:6]([CH2:7][N:8]([CH2:30][C:31]2[CH:36]=[CH:35][C:34]([O:37][CH3:38])=[CH:33][CH:32]=2)[C:9]2[N:14]=[CH:13][C:12]([C:15]3[C:16]4[CH2:29][CH2:28][NH:27][C:17]=4[N:18]=[C:19]([N:21]4[CH2:26][CH2:25][O:24][CH2:23][CH2:22]4)[N:20]=3)=[CH:11][N:10]=2)=[CH:5][CH:4]=1.Br[C:42]1[CH:47]=[CH:46][C:45]([C:48]([N:50]2[CH2:55][CH2:54][O:53][CH2:52][CH2:51]2)=[O:49])=[CH:44][C:43]=1[CH3:56]. (2) Given the product [C@H:12]([O:1][C:2]1[CH:3]=[C:4]([CH:7]=[CH:8][C:9]=1[O:10][CH3:11])[CH:5]=[O:6])([CH2:13][CH3:14])[CH3:17], predict the reactants needed to synthesize it. The reactants are: [OH:1][C:2]1[CH:3]=[C:4]([CH:7]=[CH:8][C:9]=1[O:10][CH3:11])[CH:5]=[O:6].[CH:12]1[CH:17]=CC(P([C:12]2[CH:17]=CC=[CH:14][CH:13]=2)[C:12]2[CH:17]=CC=[CH:14][CH:13]=2)=[CH:14][CH:13]=1.C[C@H](O)CC. (3) Given the product [F:1][C:2]1[CH:3]=[C:4]([CH:44]=[CH:45][CH:46]=1)[CH2:5][N:6]1[C:10]([CH3:11])=[C:9]([C:12]2[C:20]3[C:15](=[N:16][CH:17]=[C:18]([C:21]4[CH:26]=[CH:25][C:24]([N:27]5[CH2:28][CH2:29][N:30]([C:54](=[O:56])[CH3:55])[CH2:31][CH2:32]5)=[CH:23][CH:22]=4)[CH:19]=3)[N:14]([S:33]([C:36]3[CH:42]=[CH:41][C:39]([CH3:40])=[CH:38][CH:37]=3)(=[O:34])=[O:35])[CH:13]=2)[C:8]([CH3:43])=[N:7]1, predict the reactants needed to synthesize it. The reactants are: [F:1][C:2]1[CH:3]=[C:4]([CH:44]=[CH:45][CH:46]=1)[CH2:5][N:6]1[C:10]([CH3:11])=[C:9]([C:12]2[C:20]3[C:15](=[N:16][CH:17]=[C:18]([C:21]4[CH:26]=[CH:25][C:24]([N:27]5[CH2:32][CH2:31][NH:30][CH2:29][CH2:28]5)=[CH:23][CH:22]=4)[CH:19]=3)[N:14]([S:33]([C:36]3[CH:42]=[CH:41][C:39]([CH3:40])=[CH:38][CH:37]=3)(=[O:35])=[O:34])[CH:13]=2)[C:8]([CH3:43])=[N:7]1.C(N(CC)CC)C.[C:54](Cl)(=[O:56])[CH3:55].